Dataset: Forward reaction prediction with 1.9M reactions from USPTO patents (1976-2016). Task: Predict the product of the given reaction. Given the reactants C(O[C:6]([NH:8][NH:9][CH:10]1[CH2:12][CH2:11]1)=O)(C)(C)C.C(OC(N1C([C:23]2[CH:28]=[CH:27][C:26]([C:29]#N)=[CH:25][CH:24]=2)O1)=O)(C)(C)C.[CH:31]1([NH2:34])[CH2:33][CH2:32]1.[CH3:35][CH2:36]OCC, predict the reaction product. The product is: [CH:10]1([N:9]2[C:29]([C:26]3[CH:25]=[CH:24][CH:23]=[CH:28][CH:27]=3)=[C:33]3[C:6]([CH2:35][CH2:36][NH:34][CH2:31][CH2:32]3)=[N:8]2)[CH2:11][CH2:12]1.